This data is from Full USPTO retrosynthesis dataset with 1.9M reactions from patents (1976-2016). The task is: Predict the reactants needed to synthesize the given product. (1) Given the product [O:32]=[S:2]1(=[O:1])[C:7]2[CH:8]=[CH:9][CH:10]=[CH:11][C:6]=2[NH:5][C:4]([C:12]2[C:13](=[O:31])[N:14]([NH:23][CH:24]([C:26]3[CH:30]=[CH:29][S:28][CH:27]=3)[CH3:25])[C:15]3[C:20]([C:21]=2[OH:22])=[CH:19][CH:18]=[CH:17][CH:16]=3)=[N:3]1, predict the reactants needed to synthesize it. The reactants are: [O:1]=[S:2]1(=[O:32])[C:7]2[CH:8]=[CH:9][CH:10]=[CH:11][C:6]=2[NH:5][C:4]([C:12]2[C:13](=[O:31])[N:14]([N:23]=[C:24]([C:26]3[CH:30]=[CH:29][S:28][CH:27]=3)[CH3:25])[C:15]3[C:20]([C:21]=2[OH:22])=[CH:19][CH:18]=[CH:17][CH:16]=3)=[N:3]1.CO.[BH4-].[Li+].Cl. (2) Given the product [CH2:30]([O:29][C@@H:4]([CH2:5][C:6]1[CH:11]=[CH:10][C:9]([O:12][CH2:13][C:14]2[N:15]=[C:16]([C:20]3[CH:25]=[CH:24][CH:23]=[CH:22][C:21]=3[F:26])[O:17][C:18]=2[CH3:19])=[CH:8][C:7]=1[CH2:27][CH3:28])[C:3]([OH:32])=[O:2])[CH3:31], predict the reactants needed to synthesize it. The reactants are: C[O:2][C:3](=[O:32])[C@@H:4]([O:29][CH2:30][CH3:31])[CH2:5][C:6]1[CH:11]=[CH:10][C:9]([O:12][CH2:13][C:14]2[N:15]=[C:16]([C:20]3[CH:25]=[CH:24][CH:23]=[CH:22][C:21]=3[F:26])[O:17][C:18]=2[CH3:19])=[CH:8][C:7]=1[CH2:27][CH3:28].[Li+].[OH-].